This data is from Reaction yield outcomes from USPTO patents with 853,638 reactions. The task is: Predict the reaction yield, written as a fraction of the theoretical maximum amount of product (1.0 means a 100% yield; for example, 0.34 means a 34% yield). The reactants are C[O:2][C:3]([CH:5]1[CH:9]([C:10]2[S:11][CH:12]=[C:13]([Br:15])[CH:14]=2)[CH2:8][N:7]([CH:16]([C:18]2[CH:23]=[CH:22][CH:21]=[CH:20][CH:19]=2)[CH3:17])[CH2:6]1)=[O:4].C1NCC2C1CC1C(C#N)=CSC=12. No catalyst specified. The product is [Br:15][C:13]1[CH:14]=[C:10]([CH:9]2[CH2:8][N:7]([CH:16]([C:18]3[CH:19]=[CH:20][CH:21]=[CH:22][CH:23]=3)[CH3:17])[CH2:6][CH:5]2[C:3]([OH:4])=[O:2])[S:11][CH:12]=1. The yield is 1.00.